Dataset: NCI-60 drug combinations with 297,098 pairs across 59 cell lines. Task: Regression. Given two drug SMILES strings and cell line genomic features, predict the synergy score measuring deviation from expected non-interaction effect. (1) Drug 1: CC1=C2C(C(=O)C3(C(CC4C(C3C(C(C2(C)C)(CC1OC(=O)C(C(C5=CC=CC=C5)NC(=O)C6=CC=CC=C6)O)O)OC(=O)C7=CC=CC=C7)(CO4)OC(=O)C)O)C)OC(=O)C. Drug 2: CC=C1C(=O)NC(C(=O)OC2CC(=O)NC(C(=O)NC(CSSCCC=C2)C(=O)N1)C(C)C)C(C)C. Cell line: COLO 205. Synergy scores: CSS=26.8, Synergy_ZIP=-8.65, Synergy_Bliss=-10.4, Synergy_Loewe=-35.7, Synergy_HSA=-13.3. (2) Drug 1: C1=NC2=C(N=C(N=C2N1C3C(C(C(O3)CO)O)O)F)N. Drug 2: CC(C)(C#N)C1=CC(=CC(=C1)CN2C=NC=N2)C(C)(C)C#N. Cell line: 786-0. Synergy scores: CSS=-1.14, Synergy_ZIP=0.569, Synergy_Bliss=0.376, Synergy_Loewe=-2.06, Synergy_HSA=-1.64. (3) Drug 2: CN1C2=C(C=C(C=C2)N(CCCl)CCCl)N=C1CCCC(=O)O.Cl. Cell line: MDA-MB-231. Synergy scores: CSS=57.2, Synergy_ZIP=-0.466, Synergy_Bliss=-1.54, Synergy_Loewe=-7.40, Synergy_HSA=-0.839. Drug 1: CC12CCC3C(C1CCC2=O)CC(=C)C4=CC(=O)C=CC34C. (4) Synergy scores: CSS=-1.31, Synergy_ZIP=-2.47, Synergy_Bliss=-5.70, Synergy_Loewe=-12.6, Synergy_HSA=-6.82. Cell line: HOP-92. Drug 1: CC(C)NC(=O)C1=CC=C(C=C1)CNNC.Cl. Drug 2: CC1=C(C(=O)C2=C(C1=O)N3CC4C(C3(C2COC(=O)N)OC)N4)N.